This data is from Reaction yield outcomes from USPTO patents with 853,638 reactions. The task is: Predict the reaction yield, written as a fraction of the theoretical maximum amount of product (1.0 means a 100% yield; for example, 0.34 means a 34% yield). (1) The reactants are [C:1]([C:3]1[C:8]2[N:9]=[C:10]([CH:12]3[CH2:14][CH2:13]3)[O:11][C:7]=2[C:6]([CH2:15][C:16]([O:18][CH3:19])=[O:17])=[C:5]([C:20]2[CH:25]=[CH:24][CH:23]=[CH:22][CH:21]=2)[C:4]=1[CH3:26])#[N:2].C[Si](C)(C)[N-][Si](C)(C)C.[K+].[CH2:37](Br)[CH:38]=[CH2:39].[Cl-].[NH4+]. The catalyst is O1CCCC1. The product is [C:1]([C:3]1[C:8]2[N:9]=[C:10]([CH:12]3[CH2:14][CH2:13]3)[O:11][C:7]=2[C:6]([CH:15]([CH2:39][CH:38]=[CH2:37])[C:16]([O:18][CH3:19])=[O:17])=[C:5]([C:20]2[CH:21]=[CH:22][CH:23]=[CH:24][CH:25]=2)[C:4]=1[CH3:26])#[N:2]. The yield is 0.690. (2) The reactants are Br[C:2]1[CH:23]=[CH:22][C:5]2[C:6]3[N:7]([CH:11]=[C:12]([C:14]4[N:18]([CH:19]([CH3:21])[CH3:20])[N:17]=[CH:16][N:15]=4)[N:13]=3)[CH2:8][CH2:9][O:10][C:4]=2[CH:3]=1.CC1(C)C(C)(C)OB([C:32]2[CH:33]=[N:34][NH:35][CH:36]=2)O1. No catalyst specified. The product is [CH:19]([N:18]1[C:14]([C:12]2[N:13]=[C:6]3[C:5]4[CH:22]=[CH:23][C:2]([C:32]5[CH:33]=[N:34][NH:35][CH:36]=5)=[CH:3][C:4]=4[O:10][CH2:9][CH2:8][N:7]3[CH:11]=2)=[N:15][CH:16]=[N:17]1)([CH3:21])[CH3:20]. The yield is 0.780.